Dataset: Reaction yield outcomes from USPTO patents with 853,638 reactions. Task: Predict the reaction yield, written as a fraction of the theoretical maximum amount of product (1.0 means a 100% yield; for example, 0.34 means a 34% yield). (1) The product is [Br:1][C:2]1[C:3]([CH3:17])=[N:4][N:5]([CH2:14][CH2:15][F:28])[C:6]=1[C:7]1[CH:12]=[CH:11][C:10]([F:13])=[CH:9][CH:8]=1.[Br:1][C:2]1[C:3]([CH3:17])=[N:4][N:5]([CH2:14][CH2:38][Cl:40])[C:6]=1[C:7]1[CH:12]=[CH:11][C:10]([F:13])=[CH:9][CH:8]=1. The reactants are [Br:1][C:2]1[C:3]([CH3:17])=[N:4][N:5]([CH2:14][CH2:15]O)[C:6]=1[C:7]1[CH:12]=[CH:11][C:10]([F:13])=[CH:9][CH:8]=1.COCCN(S(F)(F)[F:28])CCOC.C(OCC)(=O)C.O.[CH2:38]([Cl:40])Cl. The yield is 0.230. No catalyst specified. (2) The reactants are [CH3:1][C:2]1[O:6][N:5]=[C:4]([C:7]2[CH:12]=[CH:11][CH:10]=[CH:9][CH:8]=2)[C:3]=1[CH2:13][OH:14].O[C:16]1[CH:21]=[CH:20][C:19]([N+:22]([O-:24])=[O:23])=[CH:18][N:17]=1. No catalyst specified. The product is [CH3:1][C:2]1[O:6][N:5]=[C:4]([C:7]2[CH:12]=[CH:11][CH:10]=[CH:9][CH:8]=2)[C:3]=1[CH2:13][O:14][C:16]1[CH:21]=[CH:20][C:19]([N+:22]([O-:24])=[O:23])=[CH:18][N:17]=1. The yield is 0.370.